Dataset: Forward reaction prediction with 1.9M reactions from USPTO patents (1976-2016). Task: Predict the product of the given reaction. (1) Given the reactants [CH:1]([OH:3])=[O:2].[C:4]1([C:10]2([C:30]3[CH:35]=[CH:34]C=CC=3)[CH2:14][CH:13]([CH2:15][N:16]3[CH2:21][CH2:20][N:19]([C:22]4[CH:27]=[CH:26][C:25]([CH3:28])=[CH:24][CH:23]=4)[CH2:18][CH2:17]3)[O:12][C:11]2=[O:29])C=CC=CC=1.ICC1CC2(CCCC2)C(=O)O1.ICC1OC(=O)C(C2C=CC=CC=2)(C2C=CC=CC=2)C1, predict the reaction product. The product is: [CH:1]([OH:3])=[O:2].[C:25]1([CH3:28])[CH:26]=[CH:27][C:22]([N:19]2[CH2:20][CH2:21][N:16]([CH2:15][CH:13]3[CH2:14][C:10]4([CH2:30][CH2:35][CH2:34][CH2:4]4)[C:11](=[O:29])[O:12]3)[CH2:17][CH2:18]2)=[CH:23][CH:24]=1. (2) Given the reactants [CH3:1][CH:2]([O:4][C:5]1[CH:6]=[C:7]([CH:18]=[C:19]([O:21]CC2C=CC=CC=2)[CH:20]=1)[C:8]([NH:10][C:11]1[CH:16]=[N:15][C:14]([CH3:17])=[CH:13][N:12]=1)=[O:9])[CH3:3], predict the reaction product. The product is: [OH:21][C:19]1[CH:18]=[C:7]([CH:6]=[C:5]([O:4][CH:2]([CH3:3])[CH3:1])[CH:20]=1)[C:8]([NH:10][C:11]1[CH:16]=[N:15][C:14]([CH3:17])=[CH:13][N:12]=1)=[O:9].